Dataset: NCI-60 drug combinations with 297,098 pairs across 59 cell lines. Task: Regression. Given two drug SMILES strings and cell line genomic features, predict the synergy score measuring deviation from expected non-interaction effect. (1) Drug 1: CC1C(C(CC(O1)OC2CC(CC3=C2C(=C4C(=C3O)C(=O)C5=C(C4=O)C(=CC=C5)OC)O)(C(=O)C)O)N)O.Cl. Drug 2: C(CCl)NC(=O)N(CCCl)N=O. Cell line: MDA-MB-435. Synergy scores: CSS=12.1, Synergy_ZIP=1.48, Synergy_Bliss=11.5, Synergy_Loewe=-5.56, Synergy_HSA=6.96. (2) Drug 1: CN(C(=O)NC(C=O)C(C(C(CO)O)O)O)N=O. Drug 2: CC(C)CN1C=NC2=C1C3=CC=CC=C3N=C2N. Cell line: SW-620. Synergy scores: CSS=10.2, Synergy_ZIP=-2.55, Synergy_Bliss=0.273, Synergy_Loewe=-0.972, Synergy_HSA=-1.98.